Dataset: Catalyst prediction with 721,799 reactions and 888 catalyst types from USPTO. Task: Predict which catalyst facilitates the given reaction. (1) Reactant: [H-].[Na+].[F:3][C:4]1[CH:5]=[C:6]([C:10](=[O:12])[CH3:11])[CH:7]=[CH:8][CH:9]=1.[H][H].C(C1C=CC=CC=1)(=O)C.[C:24](=O)([O:28]CC)[O:25][CH2:26][CH3:27]. Product: [CH2:26]([O:25][C:24](=[O:28])[CH2:11][C:10]([C:6]1[CH:7]=[CH:8][CH:9]=[C:4]([F:3])[CH:5]=1)=[O:12])[CH3:27]. The catalyst class is: 81. (2) Reactant: [CH3:1][C:2]1[CH:17]=[C:16]([CH2:18][NH:19][CH2:20][CH2:21][CH:22]([CH3:24])[CH3:23])[CH:15]=[CH:14][C:3]=1[O:4][C:5]1[CH:13]=[CH:12][C:8]([C:9]([NH2:11])=[O:10])=[CH:7][N:6]=1.[CH2:25]=O.[BH4-].[Na+]. Product: [CH3:1][C:2]1[CH:17]=[C:16]([CH2:18][N:19]([CH3:25])[CH2:20][CH2:21][CH:22]([CH3:24])[CH3:23])[CH:15]=[CH:14][C:3]=1[O:4][C:5]1[CH:13]=[CH:12][C:8]([C:9]([NH2:11])=[O:10])=[CH:7][N:6]=1. The catalyst class is: 5. (3) Reactant: [F:1][C:2]1[CH:3]=[C:4]([N:9]2[C:14]3[N:15]=[CH:16][C:17]([F:19])=[CH:18][C:13]=3[C:12](=[O:20])[N:11]([C@@H:21]3[CH2:25][CH2:24][N:23](C(OC(C)(C)C)=O)[CH2:22]3)[C:10]2=[O:33])[CH:5]=[CH:6][C:7]=1[F:8].[ClH:34]. Product: [ClH:34].[F:1][C:2]1[CH:3]=[C:4]([N:9]2[C:14]3[N:15]=[CH:16][C:17]([F:19])=[CH:18][C:13]=3[C:12](=[O:20])[N:11]([C@@H:21]3[CH2:25][CH2:24][NH:23][CH2:22]3)[C:10]2=[O:33])[CH:5]=[CH:6][C:7]=1[F:8]. The catalyst class is: 12. (4) Reactant: Br[C:2]1[CH:16]=[CH:15][C:5]2[N:6]=[C:7]([C:9]3[CH:14]=[CH:13][CH:12]=[CH:11][CH:10]=3)[O:8][C:4]=2[CH:3]=1.C([Li])CCC.[CH3:22][C@H:23]1[CH2:27][C:26](=[O:28])[O:25][C:24]1=[O:29].C(O)(=O)C. Product: [CH3:22][C@H:23]([C:24](=[O:29])[C:2]1[CH:16]=[CH:15][C:5]2[N:6]=[C:7]([C:9]3[CH:14]=[CH:13][CH:12]=[CH:11][CH:10]=3)[O:8][C:4]=2[CH:3]=1)[CH2:27][C:26]([OH:28])=[O:25]. The catalyst class is: 134. (5) Reactant: [CH3:1][O:2][C:3]1[CH:4]=[C:5]([NH:11][C:12]([C:14]2[C:18]3[N:19]=[C:20](Cl)[N:21]=[CH:22][C:17]=3[S:16][CH:15]=2)=[O:13])[CH:6]=[CH:7][C:8]=1[O:9][CH3:10].COC1C=C(NC(C2C3N=C(O[N:47]4[C:51]5[CH:52]=[CH:53][CH:54]=[CH:55][C:50]=5[N:49]=N4)N=CC=3SC=2)=O)C=CC=1OC.N[C@@H]1CCCC[C@@H]1N. Product: [CH3:1][O:2][C:3]1[CH:4]=[C:5]([NH:11][C:12]([C:14]2[C:18]3[N:19]=[C:20]([NH:47][C@@H:51]4[CH2:52][CH2:53][CH2:54][CH2:55][C@@H:50]4[NH2:49])[N:21]=[CH:22][C:17]=3[S:16][CH:15]=2)=[O:13])[CH:6]=[CH:7][C:8]=1[O:9][CH3:10]. The catalyst class is: 258. (6) Reactant: [CH3:1][C:2]1([CH3:35])[C:14]2[NH:13][C:12]3[C:7](=[CH:8][CH:9]=[C:10]([C:15]#[N:16])[CH:11]=3)[C:6]=2[C:5](=[O:17])[C:4]2[CH:18]=[C:19]([CH3:34])[C:20]([N:22]3[CH2:27][CH2:26][CH:25]([N:28]4[CH2:33][CH2:32][O:31][CH2:30][CH2:29]4)[CH2:24][CH2:23]3)=[CH:21][C:3]1=2.[CH3:36][S:37]([OH:40])(=[O:39])=[O:38]. Product: [CH3:36][S:37]([OH:40])(=[O:39])=[O:38].[CH3:1][C:2]1([CH3:35])[C:14]2[NH:13][C:12]3[C:7](=[CH:8][CH:9]=[C:10]([C:15]#[N:16])[CH:11]=3)[C:6]=2[C:5](=[O:17])[C:4]2[CH:18]=[C:19]([CH3:34])[C:20]([N:22]3[CH2:23][CH2:24][CH:25]([N:28]4[CH2:29][CH2:30][O:31][CH2:32][CH2:33]4)[CH2:26][CH2:27]3)=[CH:21][C:3]1=2. The catalyst class is: 16. (7) Reactant: [CH3:1][CH2:2][O:3][C:4]([CH:6]1[CH2:12][CH2:11][C:9](=O)[CH2:8][CH2:7]1)=[O:5].Cl.[C:14]1([NH:20]N)[CH:19]=[CH:18][CH:17]=[CH:16][CH:15]=1. Product: [CH2:2]([O:3][C:4]([CH:6]1[CH2:12][C:11]2[C:19]3[C:14](=[CH:15][CH:16]=[CH:17][CH:18]=3)[NH:20][C:9]=2[CH2:8][CH2:7]1)=[O:5])[CH3:1]. The catalyst class is: 8.